Dataset: NCI-60 drug combinations with 297,098 pairs across 59 cell lines. Task: Regression. Given two drug SMILES strings and cell line genomic features, predict the synergy score measuring deviation from expected non-interaction effect. (1) Drug 2: C1=NC(=NC(=O)N1C2C(C(C(O2)CO)O)O)N. Cell line: TK-10. Synergy scores: CSS=16.1, Synergy_ZIP=-0.867, Synergy_Bliss=-3.35, Synergy_Loewe=-3.90, Synergy_HSA=-3.39. Drug 1: C1=C(C(=O)NC(=O)N1)F. (2) Drug 1: CC12CCC3C(C1CCC2=O)CC(=C)C4=CC(=O)C=CC34C. Drug 2: C1CN(CCN1C(=O)CCBr)C(=O)CCBr. Cell line: HOP-92. Synergy scores: CSS=51.4, Synergy_ZIP=-2.89, Synergy_Bliss=-3.86, Synergy_Loewe=-2.90, Synergy_HSA=-3.11. (3) Drug 1: C1CCC(CC1)NC(=O)N(CCCl)N=O. Drug 2: C1CN(P(=O)(OC1)NCCCl)CCCl. Cell line: IGROV1. Synergy scores: CSS=31.4, Synergy_ZIP=-2.81, Synergy_Bliss=3.50, Synergy_Loewe=-15.1, Synergy_HSA=3.91. (4) Drug 1: CC(C)CN1C=NC2=C1C3=CC=CC=C3N=C2N. Drug 2: N.N.Cl[Pt+2]Cl. Cell line: PC-3. Synergy scores: CSS=15.0, Synergy_ZIP=-8.61, Synergy_Bliss=-1.65, Synergy_Loewe=-4.03, Synergy_HSA=-3.91.